Dataset: TCR-epitope binding with 47,182 pairs between 192 epitopes and 23,139 TCRs. Task: Binary Classification. Given a T-cell receptor sequence (or CDR3 region) and an epitope sequence, predict whether binding occurs between them. (1) The epitope is HTTDPSFLGRY. The TCR CDR3 sequence is CATSAGPDQADSYEQYF. Result: 1 (the TCR binds to the epitope). (2) The epitope is GILGFVFTL. The TCR CDR3 sequence is CASSTTSGEETQYF. Result: 1 (the TCR binds to the epitope). (3) The epitope is TFYLTNDVSFL. The TCR CDR3 sequence is CASSLVSGASGGNEQFF. Result: 1 (the TCR binds to the epitope). (4) The epitope is IVTDFSVIK. The TCR CDR3 sequence is CASSTGLSGNTIYF. Result: 1 (the TCR binds to the epitope). (5) The epitope is LPPAYTNSF. The TCR CDR3 sequence is CASSQPDLNTEAFF. Result: 1 (the TCR binds to the epitope). (6) The epitope is VLWAHGFEL. The TCR CDR3 sequence is CASTLSASGSPLHF. Result: 1 (the TCR binds to the epitope). (7) The epitope is LLQTGIHVRVSQPSL. The TCR CDR3 sequence is CSASYPRTGNRVNTEAFF. Result: 1 (the TCR binds to the epitope). (8) The epitope is TPINLVRDL. The TCR CDR3 sequence is CASSLGPGGQETQYF. Result: 1 (the TCR binds to the epitope). (9) The epitope is FLNGSCGSV. The TCR CDR3 sequence is CASSQRENTEAFF. Result: 1 (the TCR binds to the epitope).